Task: Predict the reaction yield, written as a fraction of the theoretical maximum amount of product (1.0 means a 100% yield; for example, 0.34 means a 34% yield).. Dataset: Reaction yield outcomes from USPTO patents with 853,638 reactions (1) The reactants are C[O:2][C:3]1[N:8]=[N:7][C:6]([C:9]2[CH:14]=[C:13]([CH3:15])[C:12]([OH:16])=[C:11]([CH3:17])[CH:10]=2)=[CH:5][C:4]=1[C:18]1[NH:19][C:20]2[C:25]([C:26]=1[C:27]1[CH:32]=[CH:31][CH:30]=[CH:29][CH:28]=1)=[CH:24][CH:23]=[C:22]([CH2:33][N:34]1[CH2:39][CH2:38][N:37]([CH3:40])[CH2:36][CH2:35]1)[CH:21]=2.[I-].[K+]. The catalyst is C(#N)C. The product is [OH:16][C:12]1[C:11]([CH3:17])=[CH:10][C:9]([C:6]2[CH:5]=[C:4]([C:18]3[NH:19][C:20]4[C:25]([C:26]=3[C:27]3[CH:32]=[CH:31][CH:30]=[CH:29][CH:28]=3)=[CH:24][CH:23]=[C:22]([CH2:33][N:34]3[CH2:39][CH2:38][N:37]([CH3:40])[CH2:36][CH2:35]3)[CH:21]=4)[C:3](=[O:2])[NH:8][N:7]=2)=[CH:14][C:13]=1[CH3:15]. The yield is 0.340. (2) The reactants are Br[C:2]1[CH:8]=[C:7]([N+:9]([O-:11])=[O:10])[CH:6]=[CH:5][C:3]=1[NH2:4].[C:12]([C:14]1([CH3:17])[CH2:16][CH2:15]1)#[CH:13]. The catalyst is C(N(CC)CC)C.[Cu]I.Cl[Pd](Cl)([P](C1C=CC=CC=1)(C1C=CC=CC=1)C1C=CC=CC=1)[P](C1C=CC=CC=1)(C1C=CC=CC=1)C1C=CC=CC=1. The product is [CH3:17][C:14]1([C:12]#[C:13][C:2]2[CH:8]=[C:7]([N+:9]([O-:11])=[O:10])[CH:6]=[CH:5][C:3]=2[NH2:4])[CH2:16][CH2:15]1. The yield is 0.790. (3) The reactants are [Cl:1][C:2]1[CH:3]=[C:4]([NH:16][C:17]2[N:22]=[CH:21][N:20]=[C:19]3[NH:23][N:24]=[C:25]([O:26][CH2:27][CH2:28][NH:29][CH3:30])[C:18]=23)[CH:5]=[CH:6][C:7]=1[O:8][CH2:9][C:10]1[CH:15]=[CH:14][CH:13]=[CH:12][N:11]=1.Br[CH2:32][CH2:33][CH2:34]C(Cl)=O.[H-].[Na+].CC(N(C)C)=[O:42]. No catalyst specified. The product is [Cl:1][C:2]1[CH:3]=[C:4]([NH:16][C:17]2[N:22]=[CH:21][N:20]=[C:19]3[NH:23][N:24]=[C:25]([O:26][CH2:27][CH2:28][N:29]4[CH2:34][CH2:33][CH2:32][C:30]4=[O:42])[C:18]=23)[CH:5]=[CH:6][C:7]=1[O:8][CH2:9][C:10]1[CH:15]=[CH:14][CH:13]=[CH:12][N:11]=1. The yield is 0.0900. (4) The reactants are O1CCCC1.[CH:6]1([O:11][C:12]2[CH:17]=[CH:16][C:15]([CH2:18][C:19](Cl)=[N:20][OH:21])=[CH:14][CH:13]=2)[CH2:10][CH2:9][CH2:8][CH2:7]1.[C:23]([C:25]1[C:26]([NH2:31])=[N:27][CH:28]=[CH:29][CH:30]=1)#[CH:24].C(N(CC)CC)C. The catalyst is O. The product is [CH:6]1([O:11][C:12]2[CH:17]=[CH:16][C:15]([CH2:18][C:19]3[CH:24]=[C:23]([C:25]4[C:26]([NH2:31])=[N:27][CH:28]=[CH:29][CH:30]=4)[O:21][N:20]=3)=[CH:14][CH:13]=2)[CH2:10][CH2:9][CH2:8][CH2:7]1. The yield is 0.220. (5) The reactants are [CH3:1][C:2]1[NH:3][C:4]2[CH2:5][C:6]([CH3:13])([CH3:12])[CH2:7][C:8](=[O:11])[C:9]=2[CH:10]=1.[CH:14]([C:16]1[CH:21]=[CH:20][CH:19]=[CH:18][C:17]=1[S:22]([N:25]([CH3:32])[C:26]1[CH:31]=[CH:30][CH:29]=[CH:28][CH:27]=1)(=[O:24])=[O:23])=[O:15].[OH-].[Na+]. The catalyst is CO.O. The product is [OH:15][CH:14]([C:10]1[C:9]2[C:8](=[O:11])[CH2:7][C:6]([CH3:13])([CH3:12])[CH2:5][C:4]=2[NH:3][C:2]=1[CH3:1])[C:16]1[CH:21]=[CH:20][CH:19]=[CH:18][C:17]=1[S:22]([N:25]([CH3:32])[C:26]1[CH:27]=[CH:28][CH:29]=[CH:30][CH:31]=1)(=[O:24])=[O:23]. The yield is 0.200. (6) The reactants are [F:1][CH:2]([F:12])[O:3][C:4]1[CH:5]=[C:6]([CH:9]=[CH:10][CH:11]=1)[CH:7]=[O:8].[C-:13]#[N:14].[K+].OS([O-])=O.[Na+]. The catalyst is C(OCC)(=O)C.O. The product is [F:1][CH:2]([F:12])[O:3][C:4]1[CH:5]=[C:6]([CH:7]([OH:8])[C:13]#[N:14])[CH:9]=[CH:10][CH:11]=1. The yield is 0.920. (7) The reactants are [Br-].[CH2:2]([Zn+])[C:3]1[CH:8]=[CH:7][CH:6]=[CH:5][CH:4]=1.C1COCC1.[O:15]1[C:19]2[CH:20]=[CH:21][C:22]([C:24]3([C:27]([NH:29][C:30]4[CH:35]=[N:34][CH:33]=[C:32](Cl)[N:31]=4)=[O:28])[CH2:26][CH2:25]3)=[CH:23][C:18]=2[O:17][CH2:16]1. The catalyst is C1C=CC(P(C2C=CC=CC=2)[C-]2C=CC=C2)=CC=1.C1C=CC(P(C2C=CC=CC=2)[C-]2C=CC=C2)=CC=1.Cl[Pd]Cl.[Fe+2]. The product is [O:15]1[C:19]2[CH:20]=[CH:21][C:22]([C:24]3([C:27]([NH:29][C:30]4[CH:35]=[N:34][CH:33]=[C:32]([CH2:2][C:3]5[CH:8]=[CH:7][CH:6]=[CH:5][CH:4]=5)[N:31]=4)=[O:28])[CH2:26][CH2:25]3)=[CH:23][C:18]=2[O:17][CH2:16]1. The yield is 0.0540. (8) The reactants are [CH3:1][C@@H:2](O)[CH2:3][CH:4]=[CH2:5].C1(C)C=CC(S(Cl)(=O)=O)=CC=1.C(=O)(O)[O-].[Na+].[C:23](O[C:23]([O:25][C:26]([CH3:29])([CH3:28])[CH3:27])=[O:24])([O:25][C:26]([CH3:29])([CH3:28])[CH3:27])=[O:24].[N:38]1C=CC=C[CH:39]=1. The catalyst is C1COCC1.ClCCl. The product is [CH3:39][N:38]([C:23]([O:25][C:26]([CH3:29])([CH3:28])[CH3:27])=[O:24])[C@H:2]([CH2:3][CH:4]=[CH2:5])[CH3:1]. The yield is 0.439. (9) The reactants are C(=O)[C:2]1[CH:9]=[CH:8][CH:7]=[C:4]([CH:5]=[O:6])[CH:3]=1.C(O)C.[CH:14]([O:21][CH2:22][CH3:23])([O:18][CH2:19][CH3:20])OCC. The catalyst is [Cl-].[NH4+]. The product is [CH2:22]([O:21][CH:14]([O:18][CH2:19][CH3:20])[C:2]1[CH:3]=[C:4]([CH:7]=[CH:8][CH:9]=1)[CH:5]=[O:6])[CH3:23]. The yield is 0.760.